Dataset: Catalyst prediction with 721,799 reactions and 888 catalyst types from USPTO. Task: Predict which catalyst facilitates the given reaction. (1) The catalyst class is: 39. Product: [Br:15][C:16]1[CH:21]=[C:20]([NH:22][C:4](=[O:5])[C:3]2[C:2]([Cl:1])=[CH:10][C:9]([I:11])=[CH:8][C:7]=2[Cl:12])[CH:19]=[CH:18][N:17]=1. Reactant: [Cl:1][C:2]1[CH:10]=[C:9]([I:11])[CH:8]=[C:7]([Cl:12])[C:3]=1[C:4](Cl)=[O:5].[H-].[Na+].[Br:15][C:16]1[CH:21]=[C:20]([NH2:22])[CH:19]=[CH:18][N:17]=1. (2) Reactant: [Si:1](Cl)([C:4]([CH3:7])([CH3:6])[CH3:5])([CH3:3])[CH3:2].[Br:9][C:10]1[CH:15]=[CH:14][C:13]([OH:16])=[CH:12][CH:11]=1.N1C=CN=C1. Product: [Br:9][C:10]1[CH:15]=[CH:14][C:13]([O:16][Si:1]([C:4]([CH3:7])([CH3:6])[CH3:5])([CH3:3])[CH3:2])=[CH:12][CH:11]=1. The catalyst class is: 9.